This data is from Reaction yield outcomes from USPTO patents with 853,638 reactions. The task is: Predict the reaction yield, written as a fraction of the theoretical maximum amount of product (1.0 means a 100% yield; for example, 0.34 means a 34% yield). (1) The reactants are [Br:1][C:2]1[CH:10]=[CH:9][C:5](NCC)=[CH:4][CH:3]=1.[C:11]([NH:18][CH2:19][C:20]([OH:22])=O)([O:13][C:14]([CH3:17])([CH3:16])[CH3:15])=[O:12].Cl.[CH2:24]([N:26]=C=NCCCN(C)C)[CH3:25].C(=O)([O-])O.[Na+]. The catalyst is N1C=CC=CC=1.C(OCC)(=O)C. The product is [C:14]([O:13][C:11](=[O:12])[NH:18][CH:19]([C:5]1[CH:4]=[CH:3][C:2]([Br:1])=[CH:10][CH:9]=1)[C:20]([NH:26][CH2:24][CH3:25])=[O:22])([CH3:15])([CH3:16])[CH3:17]. The yield is 0.990. (2) The reactants are [Cl:1][C:2]1[C:3]([F:41])=[C:4]([S:20]([N:23](CC2C=CC(OC)=CC=2OC)[C:24]2[CH:29]=[CH:28][N:27]=[CH:26][N:25]=2)(=[O:22])=[O:21])[CH:5]=[CH:6][C:7]=1[O:8][C@H:9]1[CH2:13][CH2:12][CH2:11][C@@H:10]1[C:14]1[N:18]([CH3:19])[N:17]=[CH:16][CH:15]=1.C([SiH](CC)CC)C.FC(F)(F)C(O)=O. The catalyst is ClCCl. The product is [Cl:1][C:2]1[C:3]([F:41])=[C:4]([S:20]([NH:23][C:24]2[CH:29]=[CH:28][N:27]=[CH:26][N:25]=2)(=[O:21])=[O:22])[CH:5]=[CH:6][C:7]=1[O:8][C@H:9]1[CH2:13][CH2:12][CH2:11][C@@H:10]1[C:14]1[N:18]([CH3:19])[N:17]=[CH:16][CH:15]=1. The yield is 0.880. (3) The reactants are [CH:1]1[C:14]2[C:5](=[N:6][C:7]3[C:12]([C:13]=2[NH:15][CH2:16][CH2:17][NH:18][CH2:19][C:20]([OH:22])=[O:21])=[CH:11][CH:10]=[CH:9][CH:8]=3)[CH:4]=[CH:3][CH:2]=1.C(N(CC)CC)C.[CH3:30][C:31]([O:34][C:35](O[C:35]([O:34][C:31]([CH3:33])([CH3:32])[CH3:30])=[O:36])=[O:36])([CH3:33])[CH3:32]. The catalyst is C(Cl)Cl. The product is [CH:1]1[C:14]2[C:5](=[N:6][C:7]3[C:12]([C:13]=2[NH:15][CH2:16][CH2:17][N:18]([C:35]([O:34][C:31]([CH3:33])([CH3:32])[CH3:30])=[O:36])[CH2:19][C:20]([OH:22])=[O:21])=[CH:11][CH:10]=[CH:9][CH:8]=3)[CH:4]=[CH:3][CH:2]=1. The yield is 0.760.